From a dataset of Reaction yield outcomes from USPTO patents with 853,638 reactions. Predict the reaction yield, written as a fraction of the theoretical maximum amount of product (1.0 means a 100% yield; for example, 0.34 means a 34% yield). The reactants are [C:1]([O:5][C:6]([NH:8][CH:9]([C:62](=[O:75])[NH:63][CH2:64][CH:65]([OH:74])[CH:66]([OH:73])[CH:67]([OH:72])[CH:68]([OH:71])[CH2:69][OH:70])[CH2:10][CH2:11][CH2:12][CH2:13][NH:14][C:15]([CH:17]([NH:33][C:34](=[O:61])[C:35]([CH3:60])([CH3:59])[CH2:36][CH2:37][CH2:38][CH2:39][O:40][C:41]1[CH:46]=[C:45]([C:47]2[CH:52]=[CH:51][CH:50]=[CH:49][CH:48]=2)[CH:44]=[C:43]([C:53]2[CH:58]=[CH:57][CH:56]=[CH:55][CH:54]=2)[N:42]=1)[CH2:18][C:19]1[CH:24]=[CH:23][C:22]([O:25]CC2C=CC=CC=2)=[CH:21][CH:20]=1)=[O:16])=[O:7])([CH3:4])([CH3:3])[CH3:2]. The catalyst is CO. The product is [C:1]([O:5][C:6]([NH:8][CH:9]([C:62](=[O:75])[NH:63][CH2:64][CH:65]([OH:74])[CH:66]([OH:73])[CH:67]([OH:72])[CH:68]([OH:71])[CH2:69][OH:70])[CH2:10][CH2:11][CH2:12][CH2:13][NH:14][C:15]([CH:17]([NH:33][C:34](=[O:61])[C:35]([CH3:60])([CH3:59])[CH2:36][CH2:37][CH2:38][CH2:39][O:40][C:41]1[CH:46]=[C:45]([C:47]2[CH:48]=[CH:49][CH:50]=[CH:51][CH:52]=2)[CH:44]=[C:43]([C:53]2[CH:54]=[CH:55][CH:56]=[CH:57][CH:58]=2)[N:42]=1)[CH2:18][C:19]1[CH:20]=[CH:21][C:22]([OH:25])=[CH:23][CH:24]=1)=[O:16])=[O:7])([CH3:2])([CH3:3])[CH3:4]. The yield is 0.960.